This data is from Peptide-MHC class II binding affinity with 134,281 pairs from IEDB. The task is: Regression. Given a peptide amino acid sequence and an MHC pseudo amino acid sequence, predict their binding affinity value. This is MHC class II binding data. (1) The peptide sequence is YDTLGTLCNSTEDGP. The MHC is DRB5_0101 with pseudo-sequence DRB5_0101. The binding affinity (normalized) is 0. (2) The peptide sequence is VLGVATFFCWMAEVPGTK. The MHC is DRB1_0101 with pseudo-sequence DRB1_0101. The binding affinity (normalized) is 0.245. (3) The peptide sequence is VLAVGPAYSAHCIGI. The MHC is DRB3_0301 with pseudo-sequence DRB3_0301. The binding affinity (normalized) is 0.519. (4) The peptide sequence is GIDIFASKNFHLQKN. The MHC is DRB1_0405 with pseudo-sequence DRB1_0405. The binding affinity (normalized) is 0.518. (5) The MHC is DRB1_1001 with pseudo-sequence DRB1_1001. The peptide sequence is YDKFLANVSTVLDGK. The binding affinity (normalized) is 0.659. (6) The peptide sequence is AVTFVNAPALAAERG. The MHC is DRB1_0401 with pseudo-sequence DRB1_0401. The binding affinity (normalized) is 0.807. (7) The peptide sequence is KFIPALEAAVKQAYA. The MHC is HLA-DQA10401-DQB10402 with pseudo-sequence HLA-DQA10401-DQB10402. The binding affinity (normalized) is 0.266. (8) The peptide sequence is LEAAVKQAYAATIAA. The MHC is DRB1_0901 with pseudo-sequence DRB1_0901. The binding affinity (normalized) is 0.846. (9) The peptide sequence is PADKYKTLEAAFTVS. The MHC is HLA-DPA10103-DPB10401 with pseudo-sequence HLA-DPA10103-DPB10401. The binding affinity (normalized) is 0.